Dataset: Reaction yield outcomes from USPTO patents with 853,638 reactions. Task: Predict the reaction yield, written as a fraction of the theoretical maximum amount of product (1.0 means a 100% yield; for example, 0.34 means a 34% yield). (1) The reactants are OC(C)(C)[C:3]#[C:4][C:5]1[C:26]([O:27][CH3:28])=[CH:25][C:8]2[C:9]([CH3:24])([CH3:23])[C:10]3[NH:11][C:12]4[C:17]([C:18]=3[C:19](=[O:20])[C:7]=2[CH:6]=1)=[CH:16][CH:15]=[C:14]([C:21]#[N:22])[CH:13]=4.[H-].[Na+].O. The catalyst is C1COCC1. The product is [C:4]([C:5]1[C:26]([O:27][CH3:28])=[CH:25][C:8]2[C:9]([CH3:24])([CH3:23])[C:10]3[NH:11][C:12]4[C:17]([C:18]=3[C:19](=[O:20])[C:7]=2[CH:6]=1)=[CH:16][CH:15]=[C:14]([C:21]#[N:22])[CH:13]=4)#[CH:3]. The yield is 0.310. (2) The yield is 0.210. The reactants are BrCC1C=CN2C=1C(Cl)=NC=N2.C([O-])(O)=O.[Na+].Cl[C:19]1[C:24]2=[C:25]([CH2:28][O:29][CH2:30][CH2:31][O:32][CH3:33])[CH:26]=[CH:27][N:23]2[N:22]=[CH:21][N:20]=1.[CH2:34]([N:41]1[C:49]2[C:44](=[CH:45][C:46]([NH2:50])=[CH:47][CH:48]=2)[CH:43]=[N:42]1)[C:35]1[CH:40]=[CH:39][CH:38]=[CH:37][CH:36]=1.C(Cl)C1C=CC=CC=1. The product is [CH2:34]([N:41]1[C:49]2[C:44](=[CH:45][C:46]([NH:50][C:19]3[C:24]4=[C:25]([CH2:28][O:29][CH2:30][CH2:31][O:32][CH3:33])[CH:26]=[CH:27][N:23]4[N:22]=[CH:21][N:20]=3)=[CH:47][CH:48]=2)[CH:43]=[N:42]1)[C:35]1[CH:36]=[CH:37][CH:38]=[CH:39][CH:40]=1. The catalyst is COCCO.C(Cl)Cl.CC#N. (3) The reactants are [CH3:1][C:2]([C:4]1[CH:9]=[CH:8][C:7]([Cl:10])=[C:6]([Cl:11])[CH:5]=1)=[O:3].Br.[OH2:13]. The catalyst is CS(C)=O. The product is [Cl:11][C:6]1[CH:5]=[C:4]([C:2](=[O:3])[CH:1]=[O:13])[CH:9]=[CH:8][C:7]=1[Cl:10]. The yield is 0.710. (4) The reactants are [Cl:1][C:2]1[C:7]([Cl:8])=[CH:6][CH:5]=[CH:4][C:3]=1[N:9]1[CH2:14][CH2:13][N:12]([CH2:15][CH2:16][CH2:17][CH:18]=[CH:19][C:20]2[N:29]=[C:28]3[C:23]([CH2:24][C:25]([CH3:32])([CH3:31])[C:26](=[O:30])[NH:27]3)=[CH:22][CH:21]=2)[CH2:11][CH2:10]1. The catalyst is CCOC(C)=O.O=[Pt]=O. The product is [Cl:1][C:2]1[C:7]([Cl:8])=[CH:6][CH:5]=[CH:4][C:3]=1[N:9]1[CH2:14][CH2:13][N:12]([CH2:15][CH2:16][CH2:17][CH2:18][CH2:19][C:20]2[N:29]=[C:28]3[C:23]([CH2:24][C:25]([CH3:32])([CH3:31])[C:26](=[O:30])[NH:27]3)=[CH:22][CH:21]=2)[CH2:11][CH2:10]1. The yield is 0.990. (5) The reactants are I[C:2]1[C:7]([CH:8]=[O:9])=[CH:6][N:5]=[C:4]([O:10][CH3:11])[CH:3]=1.[CH3:12][Si:13]([C:16]#[CH:17])([CH3:15])[CH3:14]. The catalyst is Cl[Pd](Cl)([P](C1C=CC=CC=1)(C1C=CC=CC=1)C1C=CC=CC=1)[P](C1C=CC=CC=1)(C1C=CC=CC=1)C1C=CC=CC=1.[Cu]I.C1COCC1. The product is [CH3:11][O:10][C:4]1[CH:3]=[C:2]([C:17]#[C:16][Si:13]([CH3:15])([CH3:14])[CH3:12])[C:7]([CH:8]=[O:9])=[CH:6][N:5]=1. The yield is 0.680. (6) The reactants are [C:1]([O:10][CH2:11][CH3:12])(=[O:9])[C:2]1[C:3](=[CH:5][CH:6]=[CH:7][CH:8]=1)[OH:4].C(=O)([O-])[O-].[Cs+].[Cs+].CN(C)C=O.Cl[CH2:25][CH2:26][CH2:27][C:28]([O:30][C:31]([CH3:34])([CH3:33])[CH3:32])=[O:29]. The catalyst is C(OCC)(=O)C. The product is [C:31]([O:30][C:28]([CH2:27][CH2:26][CH2:25][O:4][C:3]1[CH:5]=[CH:6][CH:7]=[CH:8][C:2]=1[C:1]([O:10][CH2:11][CH3:12])=[O:9])=[O:29])([CH3:34])([CH3:33])[CH3:32]. The yield is 0.620.